This data is from Full USPTO retrosynthesis dataset with 1.9M reactions from patents (1976-2016). The task is: Predict the reactants needed to synthesize the given product. (1) Given the product [O:14]1[CH:18]=[CH:17][C:16]([C:2]2[CH:3]=[C:4]([N:8]3[CH2:13][CH2:12][NH:11][CH2:10][CH2:9]3)[CH:5]=[CH:6][CH:7]=2)=[CH:15]1, predict the reactants needed to synthesize it. The reactants are: Br[C:2]1[CH:3]=[C:4]([N:8]2[CH2:13][CH2:12][NH:11][CH2:10][CH2:9]2)[CH:5]=[CH:6][CH:7]=1.[O:14]1[CH:18]=[CH:17][C:16](B(O)O)=[CH:15]1.C(=O)([O-])[O-].[Na+].[Na+].O. (2) The reactants are: [Cl:1][C:2]1[CH:7]=[CH:6][C:5]([CH2:8][C:9]([OH:11])=O)=[CH:4][C:3]=1[C:12]([F:15])([F:14])[F:13].F[P-](F)(F)(F)(F)F.C[N+](C)=C(N(C)C)ON1C2N=CC=CC=2N=N1.C(N(CC)C(C)C)(C)C.CN(C)C=O.[NH2:54][C:55]1[CH:64]=[CH:63][CH:62]=[C:61]2[C:56]=1[CH:57]=[CH:58][N:59]([C@H:66]([CH3:70])[C:67]([NH2:69])=[O:68])[C:60]2=[O:65]. Given the product [Cl:1][C:2]1[CH:7]=[CH:6][C:5]([CH2:8][C:9]([NH:54][C:55]2[CH:64]=[CH:63][CH:62]=[C:61]3[C:56]=2[CH:57]=[CH:58][N:59]([C@H:66]([CH3:70])[C:67]([NH2:69])=[O:68])[C:60]3=[O:65])=[O:11])=[CH:4][C:3]=1[C:12]([F:15])([F:14])[F:13], predict the reactants needed to synthesize it. (3) Given the product [Cl:1][C:2]1[CH:3]=[CH:4][C:5]([O:24][CH2:25][C:26]2[CH:27]=[CH:28][C:29]([F:32])=[CH:30][CH:31]=2)=[C:6]([C:8]2[N:9]([C:14]3[CH:15]=[C:16]([S:20]([NH:23][C:33](=[O:35])[CH3:34])(=[O:21])=[O:22])[CH:17]=[CH:18][CH:19]=3)[C:10]([CH3:13])=[CH:11][CH:12]=2)[CH:7]=1, predict the reactants needed to synthesize it. The reactants are: [Cl:1][C:2]1[CH:3]=[CH:4][C:5]([O:24][CH2:25][C:26]2[CH:31]=[CH:30][C:29]([F:32])=[CH:28][CH:27]=2)=[C:6]([C:8]2[N:9]([C:14]3[CH:15]=[C:16]([S:20]([NH2:23])(=[O:22])=[O:21])[CH:17]=[CH:18][CH:19]=3)[C:10]([CH3:13])=[CH:11][CH:12]=2)[CH:7]=1.[C:33](OC(=O)C)(=[O:35])[CH3:34].N1C=CC=CC=1.CN(C1C=CC=CN=1)C. (4) Given the product [CH:1]1([CH2:6][CH2:7][S:8]([NH2:12])(=[O:10])=[O:9])[CH2:5][CH2:4][CH2:3][CH2:2]1, predict the reactants needed to synthesize it. The reactants are: [CH:1]1([CH2:6][CH2:7][S:8](Cl)(=[O:10])=[O:9])[CH2:5][CH2:4][CH2:3][CH2:2]1.[NH3:12]. (5) Given the product [Cl:12][C:13]1[S:17][C:16]([C:18]2[N:19]=[C:20]([N:27]3[C:35]4[C:30](=[CH:31][CH:32]=[C:33]([O:36][CH2:37][C:38]([OH:40])=[O:39])[CH:34]=4)[CH2:29][CH2:28]3)[C:21]3[CH2:26][S:41](=[O:44])(=[O:42])[CH2:24][C:22]=3[N:23]=2)=[CH:15][CH:14]=1, predict the reactants needed to synthesize it. The reactants are: ClC1C=C(C=CC=1)C(OO)=O.[Cl:12][C:13]1[S:17][C:16]([C:18]2[N:19]=[C:20]([N:27]3[C:35]4[C:30](=[CH:31][CH:32]=[C:33]([O:36][CH2:37][C:38]([OH:40])=[O:39])[CH:34]=4)[CH2:29][CH2:28]3)[C:21]3[CH2:26]S[CH2:24][C:22]=3[N:23]=2)=[CH:15][CH:14]=1.[S:41]([O-:44])([O-])=[O:42].[Na+].[Na+]. (6) Given the product [C:1]1([C:15]2[CH:19]=[CH:18][S:17][C:16]=2[CH:20]=[O:21])[C:10]2[C:5](=[CH:6][CH:7]=[CH:8][CH:9]=2)[CH:4]=[CH:3][CH:2]=1, predict the reactants needed to synthesize it. The reactants are: [C:1]1(B(O)O)[C:10]2[C:5](=[CH:6][CH:7]=[CH:8][CH:9]=2)[CH:4]=[CH:3][CH:2]=1.Br[C:15]1[CH:19]=[CH:18][S:17][C:16]=1[CH:20]=[O:21].C(=O)([O-])[O-].[Na+].[Na+].COCCOC. (7) The reactants are: [CH2:1]([N:8]1[CH:13]=[CH:12][CH:11]=[C:10]([C:14]([NH:16][C@@H:17]([CH2:25][CH2:26][CH2:27][CH2:28][NH:29]C(OC(C)(C)C)=O)[C:18]([O:20]C(C)(C)C)=[O:19])=[O:15])[C:9]1=[O:37])[C:2]1[CH:7]=[CH:6][CH:5]=[CH:4][CH:3]=1.[C:38]([OH:44])([C:40]([F:43])([F:42])[F:41])=[O:39].C([SiH](CC)CC)C. Given the product [NH2:29][CH2:28][CH2:27][CH2:26][CH2:25][C@H:17]([NH:16][C:14]([C:10]1[C:9](=[O:37])[N:8]([CH2:1][C:2]2[CH:3]=[CH:4][CH:5]=[CH:6][CH:7]=2)[CH:13]=[CH:12][CH:11]=1)=[O:15])[C:18]([OH:20])=[O:19].[C:38]([OH:44])([C:40]([F:43])([F:42])[F:41])=[O:39], predict the reactants needed to synthesize it. (8) Given the product [CH2:23]([N:30]1[C:34](/[CH:35]=[C:8](/[C:7]([O:18][C:19]([CH3:20])([CH3:21])[CH3:22])=[O:17])\[CH2:9][C:10]([OH:12])=[O:11])=[CH:33][N:32]=[C:31]1[C:37]([CH3:40])([CH3:39])[CH3:38])[C:24]1[CH:25]=[CH:26][CH:27]=[CH:28][CH:29]=1, predict the reactants needed to synthesize it. The reactants are: CC(C)([O-])C.[K+].[C:7]([O:18][C:19]([CH3:22])([CH3:21])[CH3:20])(=[O:17])[CH2:8][CH2:9][C:10]([O:12]C(C)(C)C)=[O:11].[CH2:23]([N:30]1[C:34]([CH:35]=O)=[CH:33][N:32]=[C:31]1[C:37]([CH3:40])([CH3:39])[CH3:38])[C:24]1[CH:29]=[CH:28][CH:27]=[CH:26][CH:25]=1. (9) Given the product [Br:1][C:2]1[CH:11]=[C:10]2[C:5]([CH2:6][CH2:7][N:8]([C:19](=[O:21])[CH3:20])[CH2:9]2)=[CH:4][CH:3]=1, predict the reactants needed to synthesize it. The reactants are: [Br:1][C:2]1[CH:11]=[C:10]2[C:5]([CH2:6][CH2:7][NH:8][CH2:9]2)=[CH:4][CH:3]=1.C(N(CC)CC)C.[C:19](Cl)(=[O:21])[CH3:20].O. (10) Given the product [CH:22]12[CH2:21][CH:23]([CH:9]([CH:10]([CH:11]=[O:12])[C:1]([O:4][CH3:5])=[O:6])[CH2:13]1)[CH:18]=[CH:17]2, predict the reactants needed to synthesize it. The reactants are: [C:1](=[O:6])([O:4][CH3:5])OC.[H-].[Na+].[CH2:9]1[CH2:13][O:12][CH2:11][CH2:10]1.C([CH:17]1[CH2:22][CH:21]2[CH2:23][CH:18]1C=C2)(=O)C.